This data is from Peptide-MHC class II binding affinity with 134,281 pairs from IEDB. The task is: Regression. Given a peptide amino acid sequence and an MHC pseudo amino acid sequence, predict their binding affinity value. This is MHC class II binding data. (1) The peptide sequence is PEFSELFAAFPSFAG. The MHC is HLA-DQA10501-DQB10301 with pseudo-sequence HLA-DQA10501-DQB10301. The binding affinity (normalized) is 0.779. (2) The peptide sequence is GELQIVDKIDAAFKY. The MHC is DRB1_1201 with pseudo-sequence DRB1_1201. The binding affinity (normalized) is 0.597. (3) The binding affinity (normalized) is 0.237. The peptide sequence is ESTGGAYDTYKSIPS. The MHC is HLA-DPA10103-DPB10301 with pseudo-sequence HLA-DPA10103-DPB10301. (4) The peptide sequence is GRYKDEKDVTDITVK. The binding affinity (normalized) is 0.285. The MHC is DRB5_0101 with pseudo-sequence DRB5_0101. (5) The peptide sequence is TEMTNACKGMEWIAVKIQKF. The MHC is HLA-DQA10501-DQB10201 with pseudo-sequence HLA-DQA10501-DQB10201. The binding affinity (normalized) is 0.217. (6) The peptide sequence is EKKTFAATQFEPLAA. The MHC is HLA-DQA10301-DQB10302 with pseudo-sequence HLA-DQA10301-DQB10302. The binding affinity (normalized) is 0.382. (7) The peptide sequence is NGDGDVVAVDIKEKG. The MHC is HLA-DPA10103-DPB10201 with pseudo-sequence HLA-DPA10103-DPB10201. The binding affinity (normalized) is 0.